From a dataset of Full USPTO retrosynthesis dataset with 1.9M reactions from patents (1976-2016). Predict the reactants needed to synthesize the given product. (1) Given the product [CH3:1][C:2]1[N:7]([C:8]2[CH:13]=[CH:12][CH:11]=[C:10]([C:14]([F:17])([F:15])[F:16])[CH:9]=2)[C:6](=[O:18])[C:5]([C:19]([NH:76][O:75][C:72]2[CH:71]=[CH:70][C:69]([S:66]([CH3:65])(=[O:68])=[O:67])=[CH:74][CH:73]=2)=[O:20])=[CH:4][CH:3]=1, predict the reactants needed to synthesize it. The reactants are: [CH3:1][C:2]1[N:7]([C:8]2[CH:13]=[CH:12][CH:11]=[C:10]([C:14]([F:17])([F:16])[F:15])[CH:9]=2)[C:6](=[O:18])[C:5]([C:19](O)=[O:20])=[CH:4][CH:3]=1.CN(C(ON1N=NC2C=CC=NC1=2)=[N+](C)C)C.F[P-](F)(F)(F)(F)F.C1C=NC2N(O)N=NC=2C=1.CCN(C(C)C)C(C)C.[CH3:65][S:66]([C:69]1[CH:74]=[CH:73][C:72]([O:75][NH2:76])=[CH:71][CH:70]=1)(=[O:68])=[O:67]. (2) Given the product [Cl:1][C:2]1[CH:3]=[C:4]([NH:19][C:20]2[CH:25]=[CH:24][CH:23]=[CH:22][CH:21]=2)[C:5]2[N:6]([C:8]([C:11]3[CH:15]=[CH:14][S:13][CH:12]=3)=[CH:9][N:10]=2)[N:7]=1, predict the reactants needed to synthesize it. The reactants are: [Cl:1][C:2]1[CH:3]=[C:4](OCC)[C:5]2[N:6]([C:8]([C:11]3[CH:15]=[CH:14][S:13][CH:12]=3)=[CH:9][N:10]=2)[N:7]=1.[NH2:19][C:20]1[CH:25]=[CH:24][CH:23]=[CH:22][CH:21]=1.[Li+].C[Si]([N-][Si](C)(C)C)(C)C. (3) Given the product [CH2:21]([O:20][CH:18]=[CH:19][C:6](=[O:10])[CH:7]([F:8])[F:9])[CH2:22][CH2:23][CH3:24], predict the reactants needed to synthesize it. The reactants are: [F:8][CH:7]([F:9])[C:6](O[C:6](=[O:10])[CH:7]([F:9])[F:8])=[O:10].N1C=CC=CC=1.[CH:18]([O:20][CH2:21][CH2:22][CH2:23][CH3:24])=[CH2:19].O. (4) Given the product [CH:15]1([C@H:19]([N:21]([CH2:28][C:29]2[N:3]=[N:2][N:1]([CH2:4][C:5]3[CH:10]=[CH:9][C:8]([O:11][CH3:12])=[CH:7][C:6]=3[O:13][CH3:14])[CH:30]=2)[S:22]([C:24]([CH3:25])([CH3:27])[CH3:26])=[O:23])[CH3:20])[CH2:18][CH2:17][CH2:16]1, predict the reactants needed to synthesize it. The reactants are: [N:1]([CH2:4][C:5]1[CH:10]=[CH:9][C:8]([O:11][CH3:12])=[CH:7][C:6]=1[O:13][CH3:14])=[N+:2]=[N-:3].[CH:15]1([C@@H:19]([N:21]([CH2:28][C:29]#[CH:30])[S:22]([C:24]([CH3:27])([CH3:26])[CH3:25])=[O:23])[CH3:20])[CH2:18][CH2:17][CH2:16]1.O=C1O[C@H]([C@H](CO)O)C([O-])=C1O.[Na+]. (5) Given the product [NH2:63][C:62](=[N:61][C:27]([C:26]1[CH:25]=[C:24]([CH:32]=[CH:31][CH:30]=1)[CH2:23][O:22][NH:21][C:19]([CH:18]1[C:17]2[C:12](=[CH:13][CH:14]=[CH:15][CH:16]=2)[C:11](=[O:33])[N:10]([CH:34]2[CH2:39][CH2:38][CH2:37][CH2:36][CH:35]2[NH:40][S:41]([CH3:44])(=[O:42])=[O:43])[CH:9]1[C:3]1[CH:4]=[CH:5][C:6]([Cl:8])=[CH:7][C:2]=1[Cl:1])=[O:20])=[O:28])[NH2:64], predict the reactants needed to synthesize it. The reactants are: [Cl:1][C:2]1[CH:7]=[C:6]([Cl:8])[CH:5]=[CH:4][C:3]=1[CH:9]1[CH:18]([C:19]([NH:21][O:22][CH2:23][C:24]2[CH:25]=[C:26]([CH:30]=[CH:31][CH:32]=2)[C:27](O)=[O:28])=[O:20])[C:17]2[C:12](=[CH:13][CH:14]=[CH:15][CH:16]=2)[C:11](=[O:33])[N:10]1[CH:34]1[CH2:39][CH2:38][CH2:37][CH2:36][CH:35]1[NH:40][S:41]([CH3:44])(=[O:43])=[O:42].C1N=CN(C(N2C=NC=C2)=O)C=1.C(=O)(O)O.[NH2:61][C:62]([NH2:64])=[NH:63]. (6) Given the product [F:38][C:2]([F:1])([F:37])[C:3]1[CH:4]=[C:5]([C@H:13]([O:15][C@@H:16]2[C@@H:23]([C:24]3[CH:29]=[CH:28][C:27]([F:30])=[CH:26][CH:25]=3)[C@H:22]3[N:18]([C:19](=[O:36])[C:20]([CH2:31][OH:32])([CH3:35])[CH2:21]3)[CH2:17]2)[CH3:14])[CH:6]=[C:7]([C:9]([F:11])([F:12])[F:10])[CH:8]=1, predict the reactants needed to synthesize it. The reactants are: [F:1][C:2]([F:38])([F:37])[C:3]1[CH:4]=[C:5]([C@H:13]([O:15][C@@H:16]2[C@@H:23]([C:24]3[CH:29]=[CH:28][C:27]([F:30])=[CH:26][CH:25]=3)[C@H:22]3[N:18]([C:19](=[O:36])[C:20]([CH3:35])([C:31](OC)=[O:32])[CH2:21]3)[CH2:17]2)[CH3:14])[CH:6]=[C:7]([C:9]([F:12])([F:11])[F:10])[CH:8]=1.CC(C[AlH]CC(C)C)C. (7) Given the product [CH3:1][O:2][C:3]1[N:8]=[C:7]2[C:6](=[CH:5][CH:4]=1)[NH:9][CH:10]=[CH:11][C:16]2=[O:17], predict the reactants needed to synthesize it. The reactants are: [CH3:1][O:2][C:3]1[N:8]=[CH:7][C:6]([NH:9][CH:10]=[C:11]2[C:16](=[O:17])OC(C)(C)OC2=O)=[CH:5][CH:4]=1.